From a dataset of Reaction yield outcomes from USPTO patents with 853,638 reactions. Predict the reaction yield, written as a fraction of the theoretical maximum amount of product (1.0 means a 100% yield; for example, 0.34 means a 34% yield). (1) The reactants are Cl.[NH2:2][C:3]1[CH:8]=[CH:7][C:6]([OH:9])=[C:5]([F:10])[CH:4]=1.CC([O-])(C)C.[K+].[O:17]1[CH2:22][CH2:21][CH2:20][O:19][CH:18]1[C:23]1[N:28]=[CH:27][C:26]([C:29]2[S:37][C:36]3[C:31](=[N:32][CH:33]=[CH:34][C:35]=3Cl)[CH:30]=2)=[CH:25][CH:24]=1.O. The yield is 0.910. The catalyst is CS(C)=O. The product is [O:17]1[CH2:22][CH2:21][CH2:20][O:19][CH:18]1[C:23]1[N:28]=[CH:27][C:26]([C:29]2[S:37][C:36]3[C:31](=[N:32][CH:33]=[CH:34][C:35]=3[O:9][C:6]3[CH:7]=[CH:8][C:3]([NH2:2])=[CH:4][C:5]=3[F:10])[CH:30]=2)=[CH:25][CH:24]=1. (2) The reactants are [Cl:1][C:2]1[CH:7]=[C:6]([Cl:8])[CH:5]=[CH:4][C:3]=1[C:9]1[N:10]=[C:11]([CH:14]=[C:15]2[C:27]3[CH:26]=[CH:25][CH:24]=[CH:23][C:22]=3[C:21]3[C:16]2=[CH:17][CH:18]=[CH:19][CH:20]=3)[NH:12][CH:13]=1.Br[CH2:29][CH2:30][CH2:31][CH3:32]. No catalyst specified. The product is [CH2:29]([N:12]1[CH:13]=[C:9]([C:3]2[CH:4]=[CH:5][C:6]([Cl:8])=[CH:7][C:2]=2[Cl:1])[N:10]=[C:11]1[CH:14]=[C:15]1[C:27]2[CH:26]=[CH:25][CH:24]=[CH:23][C:22]=2[C:21]2[C:16]1=[CH:17][CH:18]=[CH:19][CH:20]=2)[CH2:30][CH2:31][CH3:32]. The yield is 0.780.